The task is: Regression. Given two drug SMILES strings and cell line genomic features, predict the synergy score measuring deviation from expected non-interaction effect.. This data is from NCI-60 drug combinations with 297,098 pairs across 59 cell lines. (1) Drug 1: C1=CC(=CC=C1CCC2=CNC3=C2C(=O)NC(=N3)N)C(=O)NC(CCC(=O)O)C(=O)O. Drug 2: CC1=C(C=C(C=C1)C(=O)NC2=CC(=CC(=C2)C(F)(F)F)N3C=C(N=C3)C)NC4=NC=CC(=N4)C5=CN=CC=C5. Cell line: HT29. Synergy scores: CSS=40.6, Synergy_ZIP=5.81, Synergy_Bliss=5.74, Synergy_Loewe=-10.8, Synergy_HSA=2.79. (2) Drug 1: CNC(=O)C1=CC=CC=C1SC2=CC3=C(C=C2)C(=NN3)C=CC4=CC=CC=N4. Cell line: RXF 393. Synergy scores: CSS=31.7, Synergy_ZIP=1.59, Synergy_Bliss=4.19, Synergy_Loewe=-12.9, Synergy_HSA=4.91. Drug 2: CC1=C(C(=CC=C1)Cl)NC(=O)C2=CN=C(S2)NC3=CC(=NC(=N3)C)N4CCN(CC4)CCO. (3) Drug 1: CC1=CC2C(CCC3(C2CCC3(C(=O)C)OC(=O)C)C)C4(C1=CC(=O)CC4)C. Drug 2: N.N.Cl[Pt+2]Cl. Cell line: NCI/ADR-RES. Synergy scores: CSS=-1.87, Synergy_ZIP=0.662, Synergy_Bliss=0.0890, Synergy_Loewe=-2.76, Synergy_HSA=-2.42.